This data is from Reaction yield outcomes from USPTO patents with 853,638 reactions. The task is: Predict the reaction yield, written as a fraction of the theoretical maximum amount of product (1.0 means a 100% yield; for example, 0.34 means a 34% yield). (1) The reactants are [C:1]([O:5][CH:6]([C:10]1[C:11]([CH:29]([CH3:31])[CH3:30])=[N:12][C:13]2[C:14]([CH3:28])([CH3:27])[CH2:15][NH:16][CH2:17][C:18]=2[C:19]=1[C:20]1[CH:25]=[CH:24][C:23]([F:26])=[CH:22][CH:21]=1)[C:7]([OH:9])=[O:8])([CH3:4])([CH3:3])[CH3:2].CCN(CC)CC.[C:39](Cl)(=[O:46])[C:40]1[CH:45]=[CH:44][CH:43]=[CH:42][CH:41]=1. The catalyst is C(Cl)Cl. The product is [C:39]([N:16]1[CH2:15][C:14]([CH3:28])([CH3:27])[C:13]2[N:12]=[C:11]([CH:29]([CH3:31])[CH3:30])[C:10]([CH:6]([O:5][C:1]([CH3:4])([CH3:3])[CH3:2])[C:7]([OH:9])=[O:8])=[C:19]([C:20]3[CH:21]=[CH:22][C:23]([F:26])=[CH:24][CH:25]=3)[C:18]=2[CH2:17]1)(=[O:46])[C:40]1[CH:45]=[CH:44][CH:43]=[CH:42][CH:41]=1. The yield is 0.770. (2) The reactants are [CH2:1]1[C:9]2[C:4](=[CH:5][C:6](N)=[CH:7][CH:8]=2)[CH2:3][NH:2]1.C(N(CC)CC)C.C1(C)C=CC(S([N:27]=[C:28]=[O:29])(=O)=O)=CC=1. The catalyst is C(Cl)Cl.CCOCC. The product is [CH2:1]1[C:9]2[C:4](=[CH:5][CH:6]=[CH:7][CH:8]=2)[CH2:3][N:2]1[C:28]([NH2:27])=[O:29]. The yield is 0.120. (3) The reactants are C(O[BH-](OC(=O)C)OC(=O)C)(=O)C.[Na+].[CH3:15][N:16]([CH2:27][CH:28]=O)[C:17](=[O:26])[O:18][CH2:19][C:20]1[CH:25]=[CH:24][CH:23]=[CH:22][CH:21]=1.[N:30]([CH2:33][CH2:34][O:35][CH2:36][CH2:37][O:38][CH2:39][CH2:40][O:41][CH2:42][CH2:43][NH:44][CH3:45])=[N+:31]=[N-:32].C(O)(=O)C. The catalyst is C1COCC1.C(OCC)(=O)C. The product is [N:30]([CH2:33][CH2:34][O:35][CH2:36][CH2:37][O:38][CH2:39][CH2:40][O:41][CH2:42][CH2:43][N:44]([CH3:45])[CH2:28][CH2:27][N:16]([CH3:15])[C:17](=[O:26])[O:18][CH2:19][C:20]1[CH:21]=[CH:22][CH:23]=[CH:24][CH:25]=1)=[N+:31]=[N-:32]. The yield is 0.580. (4) The reactants are [Br:1][C:2]1[CH:9]=[CH:8][C:7]([F:10])=[CH:6][C:3]=1C=O.[NH:11]1[CH2:16][CH2:15][O:14][CH2:13][CH2:12]1.[C:17](O[BH-](OC(=O)C)OC(=O)C)(=O)C.[Na+].C(=O)(O)[O-].[Na+]. The catalyst is ClCCCl.C(O)(=O)C. The product is [Br:1][C:2]1[CH:3]=[CH:6][C:7]([F:10])=[C:8]([CH:9]=1)[CH2:17][N:11]1[CH2:16][CH2:15][O:14][CH2:13][CH2:12]1. The yield is 0.570. (5) The reactants are [Cl:1][C:2]1[CH:3]=[C:4]([CH2:12][OH:13])[CH:5]=[C:6]([C:8]([F:11])([F:10])[F:9])[CH:7]=1.C1N=CN([C:19](N2C=NC=C2)=[O:20])C=1.[N:26]1[N:30]2[CH2:31][CH2:32][CH2:33][NH:34][CH2:35][C:29]2=[CH:28][C:27]=1[C:36]([O:38][CH2:39][CH3:40])=[O:37]. The catalyst is CN(C=O)C.O. The product is [N:26]1[N:30]2[CH2:31][CH2:32][CH2:33][N:34]([C:19]([O:13][CH2:12][C:4]3[CH:5]=[C:6]([C:8]([F:10])([F:11])[F:9])[CH:7]=[C:2]([Cl:1])[CH:3]=3)=[O:20])[CH2:35][C:29]2=[CH:28][C:27]=1[C:36]([O:38][CH2:39][CH3:40])=[O:37]. The yield is 0.830. (6) The reactants are [NH2:1][C:2]1[CH:7]=[C:6]([O:8][C:9]2[CH:14]=[CH:13][C:12]([NH:15][C:16]([NH:18][C:19](=[O:35])[CH2:20][C:21]3[CH:26]=[CH:25][CH:24]=[C:23]([O:27]CC4C=CC=CC=4)[CH:22]=3)=[O:17])=[CH:11][C:10]=2[F:36])[CH:5]=[CH:4][N:3]=1. The catalyst is CCOC(C)=O.CO.[Pd]. The product is [NH2:1][C:2]1[CH:7]=[C:6]([O:8][C:9]2[CH:14]=[CH:13][C:12]([NH:15][C:16]([NH:18][C:19](=[O:35])[CH2:20][C:21]3[CH:26]=[CH:25][CH:24]=[C:23]([OH:27])[CH:22]=3)=[O:17])=[CH:11][C:10]=2[F:36])[CH:5]=[CH:4][N:3]=1. The yield is 0.630. (7) The reactants are [OH:1][CH2:2][CH2:3][P:4](=[O:13])([CH2:10][CH2:11][OH:12])[CH2:5][CH2:6][S:7]([CH3:9])=[S:8].[S:14](Cl)([C:17]1[CH:23]=[CH:22][C:20]([CH3:21])=[CH:19][CH:18]=1)(=[O:16])=[O:15]. The catalyst is C(Cl)Cl.N1C=CC=CC=1. The product is [CH3:21][C:20]1[CH:22]=[CH:23][C:17]([S:14]([O:1][CH2:2][CH2:3][P:4]([CH2:10][CH2:11][O:12][S:14]([C:17]2[CH:23]=[CH:22][C:20]([CH3:21])=[CH:19][CH:18]=2)(=[O:16])=[O:15])([CH2:5][CH2:6][S:7]([CH3:9])=[S:8])=[O:13])(=[O:16])=[O:15])=[CH:18][CH:19]=1. The yield is 0.870. (8) The reactants are [CH3:1][O:2][C:3]1[CH:8]=[CH:7][CH:6]=[CH:5][C:4]=1[OH:9].F[C:11]1[CH:18]=[CH:17][C:14]([C:15]#[N:16])=[CH:13][C:12]=1[N+:19]([O-:21])=[O:20].[CH3:22][O:23][C:24]1[CH:39]=[CH:38][CH:37]=[CH:36][C:25]=1[O:26][C:27]1[CH:34]=[CH:33][C:30]([C:31]#[N:32])=[CH:29][C:28]=1[NH2:35].[NH2:40][C:41]1[S:42][CH:43]=[CH:44][N:45]=1. No catalyst specified. The product is [CH3:1][O:2][C:3]1[CH:8]=[CH:7][CH:6]=[CH:5][C:4]=1[O:9][C:11]1[CH:18]=[CH:17][C:14]([C:15]#[N:16])=[CH:13][C:12]=1[N+:19]([O-:21])=[O:20].[C:31]([C:30]1[CH:33]=[CH:34][C:27]([O:26][C:25]2[CH:36]=[CH:37][CH:38]=[CH:39][C:24]=2[O:23][CH3:22])=[C:28]([NH:35][C:4]([NH:40][C:41]2[S:42][CH:43]=[CH:44][N:45]=2)=[O:9])[CH:29]=1)#[N:32]. The yield is 0.810. (9) The reactants are [CH2:1]([O:8][C:9]1[CH:14]=[CH:13][C:12]([CH2:15][CH2:16][Cl:17])=[C:11]([N+:18]([O-])=O)[CH:10]=1)[C:2]1[CH:7]=[CH:6][CH:5]=[CH:4][CH:3]=1.[N+:21]([C:24]1[CH:25]=[CH:26][C:27]2[O:31][C:30]([C:32](O)=[O:33])=[CH:29][C:28]=2[CH:35]=1)([O-:23])=[O:22].C1CN([P+](ON2N=NC3C=CC=CC2=3)(N2CCCC2)N2CCCC2)CC1.F[P-](F)(F)(F)(F)F.C(N(CC)C(C)C)(C)C. The catalyst is C1COCC1.C(Cl)Cl.O=[Pt]=O. The product is [CH2:1]([O:8][C:9]1[CH:14]=[CH:13][C:12]([CH2:15][CH2:16][Cl:17])=[C:11]([NH:18][C:32]([C:30]2[O:31][C:27]3[CH:26]=[CH:25][C:24]([N+:21]([O-:23])=[O:22])=[CH:35][C:28]=3[CH:29]=2)=[O:33])[CH:10]=1)[C:2]1[CH:3]=[CH:4][CH:5]=[CH:6][CH:7]=1. The yield is 0.220.